This data is from CYP3A4 inhibition data for predicting drug metabolism from PubChem BioAssay. The task is: Regression/Classification. Given a drug SMILES string, predict its absorption, distribution, metabolism, or excretion properties. Task type varies by dataset: regression for continuous measurements (e.g., permeability, clearance, half-life) or binary classification for categorical outcomes (e.g., BBB penetration, CYP inhibition). Dataset: cyp3a4_veith. (1) The compound is CCCN1C(=O)C(Cc2nc3ccccc3c(=O)n2C)c2ccccc21. The result is 1 (inhibitor). (2) The drug is Cc1ccc(/C=C/C(=O)Nc2cc(C)on2)cc1. The result is 0 (non-inhibitor). (3) The molecule is CCc1ccc(N(C(=O)c2csnn2)C(C(=O)NC(C)(C)C)c2ccncc2)cc1. The result is 1 (inhibitor). (4) The molecule is CC1(C)N=C(N)N=C(N)N1c1cccc(OCc2cccc([N+](=O)[O-])c2)c1. The result is 0 (non-inhibitor). (5) The compound is CO[C@@H]1COC(=O)[C@H]2CCCN2C(=O)C/C=C\[C@H](C)[C@@H](OC)COC(=O)C/C=C\[C@H]1C. The result is 0 (non-inhibitor). (6) The compound is Clc1ccc(Cl)c(SCCCN2CCNCC2)c1. The result is 0 (non-inhibitor). (7) The drug is C[N+](C)(C)CCO. The result is 0 (non-inhibitor). (8) The molecule is C[C@H](Nc1ncnc2sc3c(c12)CCC3)C(=O)O. The result is 0 (non-inhibitor).